From a dataset of Forward reaction prediction with 1.9M reactions from USPTO patents (1976-2016). Predict the product of the given reaction. (1) Given the reactants [CH3:1][C:2]([C:4]1[CH:9]=[CH:8][C:7]([OH:10])=[C:6]([F:11])[CH:5]=1)=[O:3].[CH3:12][Mg]Br.CCOCC.[Cl-].[NH4+], predict the reaction product. The product is: [F:11][C:6]1[CH:5]=[C:4]([C:2]([OH:3])([CH3:12])[CH3:1])[CH:9]=[CH:8][C:7]=1[OH:10]. (2) The product is: [CH:1]1([C:5]2[N:13]3[C:8]([C:9]([NH2:14])=[N:10][CH:11]=[N:12]3)=[C:7]([C:26]3[CH:25]=[C:24]4[C:29]([CH:30]=[CH:31][C:22]([C:16]5[CH:21]=[CH:20][CH:19]=[CH:18][CH:17]=5)=[N:23]4)=[CH:28][CH:27]=3)[N:6]=2)[CH2:4][CH2:3][CH2:2]1. Given the reactants [CH:1]1([C:5]2[N:13]3[C:8]([C:9]([NH2:14])=[N:10][CH:11]=[N:12]3)=[C:7](I)[N:6]=2)[CH2:4][CH2:3][CH2:2]1.[C:16]1([C:22]2[CH:31]=[CH:30][C:29]3[C:24](=[CH:25][C:26](B4OC(C)(C)C(C)(C)C4)=[CH:27][CH:28]=3)[N:23]=2)[CH:21]=[CH:20][CH:19]=[CH:18][CH:17]=1.C(=O)([O-])[O-].[Na+].[Na+], predict the reaction product. (3) The product is: [C:24]([O:23][C:21](=[O:22])[NH:20][CH2:19][CH2:18][CH2:17][CH2:16][C:13]1[CH:12]=[CH:11][C:10]([O:9][CH2:8][CH2:7][NH:6][CH2:5][C:4](=[O:28])[NH2:29])=[CH:15][CH:14]=1)([CH3:25])([CH3:26])[CH3:27]. Given the reactants C(O[C:4](=[O:28])[CH2:5][NH:6][CH2:7][CH2:8][O:9][C:10]1[CH:15]=[CH:14][C:13]([CH2:16][CH2:17][CH2:18][CH2:19][NH:20][C:21]([O:23][C:24]([CH3:27])([CH3:26])[CH3:25])=[O:22])=[CH:12][CH:11]=1)C.[NH3:29], predict the reaction product.